Dataset: NCI-60 drug combinations with 297,098 pairs across 59 cell lines. Task: Regression. Given two drug SMILES strings and cell line genomic features, predict the synergy score measuring deviation from expected non-interaction effect. (1) Drug 1: CC1CCC2CC(C(=CC=CC=CC(CC(C(=O)C(C(C(=CC(C(=O)CC(OC(=O)C3CCCCN3C(=O)C(=O)C1(O2)O)C(C)CC4CCC(C(C4)OC)OCCO)C)C)O)OC)C)C)C)OC. Drug 2: CN(CC1=CN=C2C(=N1)C(=NC(=N2)N)N)C3=CC=C(C=C3)C(=O)NC(CCC(=O)O)C(=O)O. Cell line: NCI-H460. Synergy scores: CSS=14.1, Synergy_ZIP=1.01, Synergy_Bliss=0.445, Synergy_Loewe=-26.3, Synergy_HSA=-1.43. (2) Drug 1: C1=CC(=CC=C1CCC2=CNC3=C2C(=O)NC(=N3)N)C(=O)NC(CCC(=O)O)C(=O)O. Drug 2: C1C(C(OC1N2C=C(C(=O)NC2=O)F)CO)O. Cell line: 786-0. Synergy scores: CSS=20.5, Synergy_ZIP=-12.4, Synergy_Bliss=-8.47, Synergy_Loewe=-0.844, Synergy_HSA=0.205. (3) Drug 1: C1=CC(=CC=C1CCCC(=O)O)N(CCCl)CCCl. Drug 2: CCC1(CC2CC(C3=C(CCN(C2)C1)C4=CC=CC=C4N3)(C5=C(C=C6C(=C5)C78CCN9C7C(C=CC9)(C(C(C8N6C)(C(=O)OC)O)OC(=O)C)CC)OC)C(=O)OC)O.OS(=O)(=O)O. Cell line: HCT-15. Synergy scores: CSS=4.75, Synergy_ZIP=-0.684, Synergy_Bliss=-2.10, Synergy_Loewe=-2.35, Synergy_HSA=-2.15. (4) Drug 1: C(=O)(N)NO. Drug 2: C1CN(CCN1C(=O)CCBr)C(=O)CCBr. Cell line: NCI-H522. Synergy scores: CSS=26.6, Synergy_ZIP=0.364, Synergy_Bliss=1.11, Synergy_Loewe=-5.85, Synergy_HSA=0.695. (5) Drug 1: CC12CCC(CC1=CCC3C2CCC4(C3CC=C4C5=CN=CC=C5)C)O. Drug 2: C1=NNC2=C1C(=O)NC=N2. Cell line: OVCAR-4. Synergy scores: CSS=17.1, Synergy_ZIP=-5.52, Synergy_Bliss=-0.597, Synergy_Loewe=-3.57, Synergy_HSA=1.44. (6) Drug 1: CC1=C2C(C(=O)C3(C(CC4C(C3C(C(C2(C)C)(CC1OC(=O)C(C(C5=CC=CC=C5)NC(=O)C6=CC=CC=C6)O)O)OC(=O)C7=CC=CC=C7)(CO4)OC(=O)C)O)C)OC(=O)C. Drug 2: CC1C(C(CC(O1)OC2CC(CC3=C2C(=C4C(=C3O)C(=O)C5=CC=CC=C5C4=O)O)(C(=O)C)O)N)O. Cell line: PC-3. Synergy scores: CSS=52.9, Synergy_ZIP=-6.69, Synergy_Bliss=-7.19, Synergy_Loewe=-1.10, Synergy_HSA=0.0486. (7) Drug 1: C1=CN(C(=O)N=C1N)C2C(C(C(O2)CO)O)O.Cl. Drug 2: CS(=O)(=O)CCNCC1=CC=C(O1)C2=CC3=C(C=C2)N=CN=C3NC4=CC(=C(C=C4)OCC5=CC(=CC=C5)F)Cl. Cell line: LOX IMVI. Synergy scores: CSS=20.1, Synergy_ZIP=6.09, Synergy_Bliss=-0.478, Synergy_Loewe=-17.6, Synergy_HSA=-2.81.